From a dataset of Peptide-MHC class I binding affinity with 185,985 pairs from IEDB/IMGT. Regression. Given a peptide amino acid sequence and an MHC pseudo amino acid sequence, predict their binding affinity value. This is MHC class I binding data. (1) The peptide sequence is RSLFNTVATLY. The MHC is HLA-A33:01 with pseudo-sequence HLA-A33:01. The binding affinity (normalized) is 0. (2) The peptide sequence is TLNHNCINV. The MHC is HLA-A02:01 with pseudo-sequence HLA-A02:01. The binding affinity (normalized) is 0.445. (3) The peptide sequence is ISRDELWAR. The MHC is HLA-A33:01 with pseudo-sequence HLA-A33:01. The binding affinity (normalized) is 0.951. (4) The peptide sequence is LARFNPDAV. The MHC is H-2-Db with pseudo-sequence H-2-Db. The binding affinity (normalized) is 0.102.